From a dataset of Forward reaction prediction with 1.9M reactions from USPTO patents (1976-2016). Predict the product of the given reaction. (1) Given the reactants [CH2:1]([O:8][C:9]1([C:12]2[CH:17]=[CH:16][C:15]([C:18]#[C:19][Si](C)(C)C)=[CH:14][C:13]=2[CH2:24][CH3:25])[CH2:11][CH2:10]1)[C:2]1[CH:7]=[CH:6][CH:5]=[CH:4][CH:3]=1.C(=O)([O-])[O-].[K+].[K+], predict the reaction product. The product is: [C:18]([C:15]1[CH:16]=[CH:17][C:12]([C:9]2([O:8][CH2:1][C:2]3[CH:3]=[CH:4][CH:5]=[CH:6][CH:7]=3)[CH2:11][CH2:10]2)=[C:13]([CH2:24][CH3:25])[CH:14]=1)#[CH:19]. (2) Given the reactants [CH2:1]([N:8]1[CH2:12][CH2:11][C@@H:10]([NH:13][C:14]2[N:19]=[CH:18][C:17](/[CH:20]=[CH:21]/[C:22]([O:24][CH2:25][CH3:26])=[O:23])=[CH:16][CH:15]=2)[CH2:9]1)[C:2]1[CH:7]=[CH:6][CH:5]=[CH:4][CH:3]=1.[C:27]([O:31][C:32](O[C:32]([O:31][C:27]([CH3:30])([CH3:29])[CH3:28])=[O:33])=[O:33])([CH3:30])([CH3:29])[CH3:28], predict the reaction product. The product is: [CH2:1]([N:8]1[CH2:12][CH2:11][C@@H:10]([N:13]([C:32]([O:31][C:27]([CH3:30])([CH3:29])[CH3:28])=[O:33])[C:14]2[N:19]=[CH:18][C:17](/[CH:20]=[CH:21]/[C:22]([O:24][CH2:25][CH3:26])=[O:23])=[CH:16][CH:15]=2)[CH2:9]1)[C:2]1[CH:7]=[CH:6][CH:5]=[CH:4][CH:3]=1. (3) Given the reactants S(O)(O)(=O)=O.[NH2:6][C:7]1[N:12]=[C:11]([NH2:13])[C:10]([NH2:14])=[C:9]([NH2:15])[N:8]=1.C(=O)(O)[O-].[Na+].C(=O)=O.[OH:24][C:25]1[CH:26]=[C:27]([C:31]([C:33]([C:35]2[CH:40]=[CH:39][CH:38]=[C:37]([OH:41])[CH:36]=2)=O)=O)[CH:28]=[CH:29][CH:30]=1, predict the reaction product. The product is: [OH:24][C:25]1[CH:26]=[C:27]([C:31]2[N:14]=[C:10]3[C:11](=[N:13][C:33]=2[C:35]2[CH:40]=[CH:39][CH:38]=[C:37]([OH:41])[CH:36]=2)[N:12]=[C:7]([NH2:6])[N:8]=[C:9]3[NH2:15])[CH:28]=[CH:29][CH:30]=1. (4) Given the reactants [CH3:1][O:2][CH2:3][CH2:4][O:5][CH2:6][CH2:7][O:8][CH2:9][CH2:10][OH:11].[OH-].[Na+].Br[CH2:15][CH2:16][CH2:17][CH2:18][CH2:19][CH2:20][CH2:21][CH2:22][CH2:23][CH:24]=[CH2:25], predict the reaction product. The product is: [CH3:1][O:2][CH2:3][CH2:4][O:5][CH2:6][CH2:7][O:8][CH2:9][CH2:10][O:11][CH2:15][CH2:16][CH2:17][CH2:18][CH2:19][CH2:20][CH2:21][CH2:22][CH2:23][CH:24]=[CH2:25]. (5) Given the reactants [C:1]([O:5][C:6]([N:8]1[CH2:14][CH2:13][CH:12]2[CH:10]([O:11]2)[CH2:9]1)=[O:7])([CH3:4])([CH3:3])[CH3:2].[N-:15]=[N+:16]=[N-:17].[Na+].CCOC(C)=O, predict the reaction product. The product is: [C:1]([O:5][C:6]([N:8]1[CH2:14][CH2:13][C@@H:12]([N:15]=[N+:16]=[N-:17])[C@H:10]([OH:11])[CH2:9]1)=[O:7])([CH3:4])([CH3:3])[CH3:2]. (6) Given the reactants [NH2:1][C:2]1[CH:6]=[C:5]([C:7]([O:9][CH3:10])=[O:8])[N:4]([C:11]2[C:16]([Cl:17])=[CH:15][CH:14]=[CH:13][N:12]=2)[N:3]=1.Cl[C:19]1[CH:24]=[CH:23][C:22]([C:25]([F:28])([F:27])[F:26])=[CH:21][N:20]=1.C1(P(C2CCCCC2)C2(C(C)C)CC(C(C)C)=CC(C(C)C)=C2C2C=CC=CC=2)CCCCC1.C(=O)([O-])[O-].[K+].[K+], predict the reaction product. The product is: [Cl:17][C:16]1[C:11]([N:4]2[C:5]([C:7]([O:9][CH3:10])=[O:8])=[CH:6][C:2]([NH:1][C:19]3[CH:24]=[CH:23][C:22]([C:25]([F:28])([F:27])[F:26])=[CH:21][N:20]=3)=[N:3]2)=[N:12][CH:13]=[CH:14][CH:15]=1.